From a dataset of Reaction yield outcomes from USPTO patents with 853,638 reactions. Predict the reaction yield, written as a fraction of the theoretical maximum amount of product (1.0 means a 100% yield; for example, 0.34 means a 34% yield). (1) The reactants are [Br:1][C:2]1[CH:3]=[CH:4][C:5]([O:12][CH3:13])=[C:6]([S:8](Cl)(=[O:10])=[O:9])[CH:7]=1.[S:14]1[CH:18]=[CH:17][C:16]([NH2:19])=[CH:15]1.O. The catalyst is CN(C1C=CN=CC=1)C.N1C=CC=CC=1. The product is [Br:1][C:2]1[CH:3]=[CH:4][C:5]([O:12][CH3:13])=[C:6]([S:8]([NH:19][C:16]2[CH:17]=[CH:18][S:14][CH:15]=2)(=[O:10])=[O:9])[CH:7]=1. The yield is 0.360. (2) The reactants are C1(C)C=CC=CC=1P(C1C=CC=CC=1C)C1C=CC=CC=1C.[CH:23]1[C:36]2[NH:35][C:34]3[C:29](=[CH:30][CH:31]=[CH:32][CH:33]=3)[S:28][C:27]=2[CH:26]=[CH:25][CH:24]=1.Br[C:38]1[CH:43]=[CH:42][C:41]([CH2:44][CH2:45][CH2:46][CH3:47])=[CH:40][CH:39]=1.CC(C)([O-])C.[Na+].Cl. The catalyst is C([O-])(=O)C.[Pd+2].C([O-])(=O)C.C1(C)C=CC=CC=1. The product is [CH2:44]([C:41]1[CH:42]=[CH:43][C:38]([N:35]2[C:36]3[CH:23]=[CH:24][CH:25]=[CH:26][C:27]=3[S:28][C:29]3[C:34]2=[CH:33][CH:32]=[CH:31][CH:30]=3)=[CH:39][CH:40]=1)[CH2:45][CH2:46][CH3:47]. The yield is 0.606. (3) The reactants are [F:1][C:2]1[CH:7]=[CH:6][C:5]([F:8])=[CH:4][C:3]=1[N:9]1[CH2:14][CH2:13][NH:12][CH2:11][CH2:10]1.Cl[CH2:16][C@H:17]([N:19]1[C:28](=[O:29])[CH2:27][C:22]2([CH2:26][CH2:25][CH2:24][CH2:23]2)[CH2:21][C:20]1=[O:30])[CH3:18]. No catalyst specified. The product is [F:1][C:2]1[CH:7]=[CH:6][C:5]([F:8])=[CH:4][C:3]=1[N:9]1[CH2:10][CH2:11][N:12]([CH2:18][C@H:17]([N:19]2[C:28](=[O:29])[CH2:27][C:22]3([CH2:26][CH2:25][CH2:24][CH2:23]3)[CH2:21][C:20]2=[O:30])[CH3:16])[CH2:13][CH2:14]1. The yield is 0.660. (4) The product is [C:1]([N:5]([C:26](=[O:35])[C:27]1[CH:32]=[C:31]([CH3:33])[CH:30]=[C:29]([CH3:34])[CH:28]=1)[NH:6][C:7]([C:8]1[CH:13]=[CH:12][C:11]2[CH:14]=[N:37][O:17][B:16]([OH:20])[C:10]=2[CH:9]=1)=[O:25])([CH3:4])([CH3:3])[CH3:2]. The yield is 0.746. The reactants are [C:1]([N:5]([C:26](=[O:35])[C:27]1[CH:32]=[C:31]([CH3:33])[CH:30]=[C:29]([CH3:34])[CH:28]=1)[NH:6][C:7](=[O:25])[C:8]1[CH:13]=[CH:12][C:11]([CH:14]=O)=[C:10]([B:16]2[O:20]C(C)(C)C(C)(C)[O:17]2)[CH:9]=1)([CH3:4])([CH3:3])[CH3:2].Cl.[NH2:37]O.[OH-].[Na+].C(Cl)Cl. The catalyst is O.CCO. (5) The reactants are [CH3:1][C:2]1([C:7](OCC)=O)[CH2:6][CH2:5][CH2:4][CH2:3]1.[C:12](#[N:14])[CH3:13].[H-].[Na+].[OH-:17].[Na+].Cl.[NH2:20]O. No catalyst specified. The product is [CH3:1][C:2]1([C:7]2[CH:13]=[C:12]([NH2:14])[O:17][N:20]=2)[CH2:3][CH2:4][CH2:5][CH2:6]1. The yield is 0.700. (6) The reactants are [ClH:1].C(OC([N:9]1[CH2:14][CH2:13][N:12]([C:15]2[CH:20]=[CH:19][C:18]([C@@H:21]([N:23](C(OC(C)(C)C)=O)[CH2:24][CH2:25][C:26]3[CH:31]=[C:30]([O:32][CH3:33])[C:29]([NH:34][C:35]([NH:37][C:38]4[CH:43]=[N:42][C:41]([C:44]#[N:45])=[CH:40][N:39]=4)=[O:36])=[CH:28][C:27]=3[Cl:46])[CH3:22])=[CH:17][CH:16]=2)[CH2:11][CH2:10]1)=O)(C)(C)C.C(OCC)C. The catalyst is CCOC(C)=O. The product is [ClH:46].[ClH:1].[Cl:46][C:27]1[C:26]([CH2:25][CH2:24][NH:23][C@H:21]([C:18]2[CH:19]=[CH:20][C:15]([N:12]3[CH2:13][CH2:14][NH:9][CH2:10][CH2:11]3)=[CH:16][CH:17]=2)[CH3:22])=[CH:31][C:30]([O:32][CH3:33])=[C:29]([NH:34][C:35]([NH:37][C:38]2[CH:43]=[N:42][C:41]([C:44]#[N:45])=[CH:40][N:39]=2)=[O:36])[CH:28]=1. The yield is 0.340. (7) The reactants are [C:1]([O:5][C:6]([N:8]1[CH2:12][CH:11]([C:13]#[N:14])[CH2:10][CH:9]1[C:15]1[NH:16][C:17]([C:20]2[CH:25]=[CH:24][C:23](B3OC(C)(C)C(C)(C)O3)=[CH:22][CH:21]=2)=[CH:18][N:19]=1)=[O:7])([CH3:4])([CH3:3])[CH3:2].[CH3:35][O:36][C:37](=[O:68])[NH:38][CH:39]([C:43]([N:45]1[CH:51]([C:52]2[NH:53][C:54]([C:57]3[CH:66]=[CH:65][C:64]4[C:59](=[CH:60][CH:61]=[C:62](Br)[CH:63]=4)[CH:58]=3)=[CH:55][N:56]=2)[CH2:50][C:47]2([CH2:49][CH2:48]2)[CH2:46]1)=[O:44])[CH:40]([CH3:42])[CH3:41].C([O-])([O-])=O.[K+].[K+]. The catalyst is C1C=CC([P]([Pd]([P](C2C=CC=CC=2)(C2C=CC=CC=2)C2C=CC=CC=2)([P](C2C=CC=CC=2)(C2C=CC=CC=2)C2C=CC=CC=2)[P](C2C=CC=CC=2)(C2C=CC=CC=2)C2C=CC=CC=2)(C2C=CC=CC=2)C2C=CC=CC=2)=CC=1. The product is [C:1]([O:5][C:6]([N:8]1[CH2:12][CH:11]([C:13]#[N:14])[CH2:10][CH:9]1[C:15]1[NH:16][C:17]([C:20]2[CH:25]=[CH:24][C:23]([C:62]3[CH:61]=[CH:60][C:59]4[C:64](=[CH:65][CH:66]=[C:57]([C:54]5[NH:53][C:52]([CH:51]6[CH2:50][C:47]7([CH2:48][CH2:49]7)[CH2:46][N:45]6[C:43](=[O:44])[CH:39]([NH:38][C:37]([O:36][CH3:35])=[O:68])[CH:40]([CH3:42])[CH3:41])=[N:56][CH:55]=5)[CH:58]=4)[CH:63]=3)=[CH:22][CH:21]=2)=[CH:18][N:19]=1)=[O:7])([CH3:3])([CH3:4])[CH3:2]. The yield is 0.680. (8) The reactants are Cl.[F:2][C:3]([F:9])([F:8])[O:4][CH2:5][CH2:6][NH2:7].[H-].[Na+].[Cl:12][CH2:13][CH2:14][N:15]=[C:16]=[O:17].CCOC(C)=O. The catalyst is C1COCC1. The product is [Cl:12][CH2:13][CH2:14][NH:15][C:16]([NH:7][CH2:6][CH2:5][O:4][C:3]([F:9])([F:8])[F:2])=[O:17]. The yield is 1.40. (9) The reactants are [NH2:1][C:2]1[NH:3][C:4](=[O:7])[NH:5][N:6]=1.[CH3:8][C:9](=O)[CH2:10][C:11](=O)[CH3:12]. The catalyst is C(O)(=O)C. The product is [CH3:8][C:9]1[CH:10]=[C:11]([CH3:12])[N:6]2[N:5]=[C:4]([OH:7])[N:3]=[C:2]2[N:1]=1. The yield is 0.800.